This data is from Reaction yield outcomes from USPTO patents with 853,638 reactions. The task is: Predict the reaction yield, written as a fraction of the theoretical maximum amount of product (1.0 means a 100% yield; for example, 0.34 means a 34% yield). The reactants are Br[C:2]1[CH:7]=[CH:6][C:5]([C:8]2[N:13]([CH2:14][C@@H:15]3[CH2:19][CH2:18][N:17]([C:20]([CH:22]4[CH2:24][CH2:23]4)=[O:21])[CH2:16]3)[C:12](=[O:25])[C:11]([CH3:26])=[C:10]([CH3:27])[N:9]=2)=[C:4]([F:28])[CH:3]=1.CC1(C)C(C)(C)OB([C:37]2[CH:38]=[CH:39][C:40]3[O:44][CH:43]=[CH:42][C:41]=3[CH:45]=2)O1. No catalyst specified. The product is [O:44]1[C:40]2[CH:39]=[CH:38][C:37]([C:2]3[CH:7]=[CH:6][C:5]([C:8]4[N:13]([CH2:14][C@@H:15]5[CH2:19][CH2:18][N:17]([C:20]([CH:22]6[CH2:24][CH2:23]6)=[O:21])[CH2:16]5)[C:12](=[O:25])[C:11]([CH3:26])=[C:10]([CH3:27])[N:9]=4)=[C:4]([F:28])[CH:3]=3)=[CH:45][C:41]=2[CH:42]=[CH:43]1. The yield is 0.432.